From a dataset of Full USPTO retrosynthesis dataset with 1.9M reactions from patents (1976-2016). Predict the reactants needed to synthesize the given product. (1) Given the product [NH2:8][C:9]1[N:14]=[C:13]([CH3:15])[N:12]=[C:11]([C:16]2[C:17]([NH:30][C:31]3[CH:32]=[CH:33][C:34]4[S:38][CH:37]=[N:36][C:35]=4[CH:39]=3)=[N:18][CH:19]=[C:20]([CH:22]([N:24]3[CH2:29][CH2:28][N:27]([S:59]([CH3:58])(=[O:61])=[O:60])[CH2:26][CH2:25]3)[CH3:23])[CH:21]=2)[N:10]=1, predict the reactants needed to synthesize it. The reactants are: COC1C=CC(C[N:8](CC2C=CC(OC)=CC=2)[C:9]2[N:14]=[C:13]([CH3:15])[N:12]=[C:11]([C:16]3[C:17]([NH:30][C:31]4[CH:32]=[CH:33][C:34]5[S:38][CH:37]=[N:36][C:35]=5[CH:39]=4)=[N:18][CH:19]=[C:20]([CH:22]([N:24]4[CH2:29][CH2:28][NH:27][CH2:26][CH2:25]4)[CH3:23])[CH:21]=3)[N:10]=2)=CC=1.C(N(CC)CC)C.[CH3:58][S:59](Cl)(=[O:61])=[O:60].FC(F)(F)C(O)=O.FC(F)(F)S(O)(=O)=O. (2) Given the product [CH2:1]([C:8]1[N:12]([C:13]2[CH:18]=[CH:17][CH:16]=[CH:15][C:14]=2[F:19])[N:11]=[N:10][C:9]=1[C:20]([OH:22])=[O:21])[C:2]1[CH:7]=[CH:6][CH:5]=[CH:4][CH:3]=1, predict the reactants needed to synthesize it. The reactants are: [CH2:1]([C:8]1[N:12]([C:13]2[CH:18]=[CH:17][CH:16]=[CH:15][C:14]=2[F:19])[N:11]=[N:10][C:9]=1[C:20]([O:22]C)=[O:21])[C:2]1[CH:7]=[CH:6][CH:5]=[CH:4][CH:3]=1.[OH-].[Na+].O. (3) Given the product [S:1]1[C:5]2[CH:6]=[CH:7][CH:8]=[CH:9][C:4]=2[N:3]=[C:2]1[NH:10][C@H:11]1[CH2:12][C@H:13]([NH:15][C:22]2[C:17]([Cl:16])=[N:18][CH:19]=[CH:20][N:21]=2)[CH2:14]1, predict the reactants needed to synthesize it. The reactants are: [S:1]1[C:5]2[CH:6]=[CH:7][CH:8]=[CH:9][C:4]=2[N:3]=[C:2]1[NH:10][C@H:11]1[CH2:14][C@H:13]([NH2:15])[CH2:12]1.[Cl:16][C:17]1[C:22](Cl)=[N:21][CH:20]=[CH:19][N:18]=1. (4) Given the product [O:1]([CH2:8][CH2:9][S:10][CH2:11][C:12]([NH:49][NH:48][C:46]([C:41]1[CH:40]=[C:39]2[C:44]([CH:45]=[C:37]([CH2:36][N:34]([CH3:35])[CH3:33])[N:38]2[S:50]([CH3:53])(=[O:52])=[O:51])=[CH:43][CH:42]=1)=[O:47])=[O:14])[C:2]1[CH:3]=[CH:4][CH:5]=[CH:6][CH:7]=1, predict the reactants needed to synthesize it. The reactants are: [O:1]([CH2:8][CH2:9][S:10][CH2:11][C:12]([OH:14])=O)[C:2]1[CH:7]=[CH:6][CH:5]=[CH:4][CH:3]=1.CCOC1N(C(OCC)=O)C2C(=CC=CC=2)C=C1.[CH3:33][N:34]([CH2:36][C:37]1[N:38]([S:50]([CH3:53])(=[O:52])=[O:51])[C:39]2[C:44]([CH:45]=1)=[CH:43][CH:42]=[C:41]([C:46]([NH:48][NH2:49])=[O:47])[CH:40]=2)[CH3:35].O(CCSCC(NNC(C1C=CC2C=C(CN(C)C)OC=2C=1)=O)=O)C1C=CC=CC=1. (5) Given the product [OH:21][C:17]1[CH:16]=[C:15]([CH2:14][CH2:13][NH:12][C:11]([C:7]2[S:6][C:5]([C:3]([OH:4])=[O:2])=[C:9]([CH3:10])[CH:8]=2)=[O:22])[CH:20]=[CH:19][CH:18]=1, predict the reactants needed to synthesize it. The reactants are: C[O:2][C:3]([C:5]1[S:6][C:7]([C:11](=[O:22])[NH:12][CH2:13][CH2:14][C:15]2[CH:20]=[CH:19][CH:18]=[C:17]([OH:21])[CH:16]=2)=[CH:8][C:9]=1[CH3:10])=[O:4].O[Li].O. (6) Given the product [Cl:3][C:4]1[CH:12]=[CH:11][CH:10]=[C:9]2[C:5]=1[C:6]([I:1])=[N:7][NH:8]2, predict the reactants needed to synthesize it. The reactants are: [I:1]I.[Cl:3][C:4]1[CH:12]=[CH:11][CH:10]=[C:9]2[C:5]=1[CH:6]=[N:7][NH:8]2.[OH-].[K+].